From a dataset of Catalyst prediction with 721,799 reactions and 888 catalyst types from USPTO. Predict which catalyst facilitates the given reaction. Reactant: [F:1][C:2]1[CH:3]=[C:4]([N:9]2[C:13]3[CH:14]=[CH:15][CH:16]=[CH:17][C:12]=3[NH:11][S:10]2(=[O:19])=[O:18])[CH:5]=[CH:6][C:7]=1[F:8].[Br:20][CH2:21][CH2:22][CH2:23][CH2:24]Br.C(=O)([O-])[O-].[Cs+].[Cs+]. Product: [Br:20][CH2:21][CH2:22][CH2:23][CH2:24][N:11]1[C:12]2[CH:17]=[CH:16][CH:15]=[CH:14][C:13]=2[N:9]([C:4]2[CH:5]=[CH:6][C:7]([F:8])=[C:2]([F:1])[CH:3]=2)[S:10]1(=[O:18])=[O:19]. The catalyst class is: 483.